Dataset: Reaction yield outcomes from USPTO patents with 853,638 reactions. Task: Predict the reaction yield, written as a fraction of the theoretical maximum amount of product (1.0 means a 100% yield; for example, 0.34 means a 34% yield). (1) The reactants are [CH2:1]([O:3][C:4](=[O:22])[CH2:5][NH:6][CH2:7][CH2:8][NH:9][S:10]([C:13]1[S:14][C:15]2[CH:21]=[CH:20][CH:19]=[CH:18][C:16]=2[N:17]=1)(=[O:12])=[O:11])[CH3:2].[CH3:23][O:24][C:25]1[CH:26]=[C:27]([CH:47]=[CH:48][C:49]=1[O:50][CH3:51])[CH2:28][O:29][C:30]([NH:32][C:33]1[NH:34][C:35](=[O:46])[C:36]2[N:37]=[CH:38][N:39]([CH2:42][C:43](O)=[O:44])[C:40]=2[N:41]=1)=[O:31]. No catalyst specified. The product is [CH2:1]([O:3][C:4](=[O:22])[CH2:5][N:6]([CH2:7][CH2:8][NH:9][S:10]([C:13]1[S:14][C:15]2[CH:21]=[CH:20][CH:19]=[CH:18][C:16]=2[N:17]=1)(=[O:12])=[O:11])[C:43](=[O:44])[CH2:42][N:39]1[CH:38]=[N:37][C:36]2[C:35](=[O:46])[NH:34][C:33]([NH:32][C:30]([O:29][CH2:28][C:27]3[CH:47]=[CH:48][C:49]([O:50][CH3:51])=[C:25]([O:24][CH3:23])[CH:26]=3)=[O:31])=[N:41][C:40]1=2)[CH3:2]. The yield is 0.680. (2) The reactants are [Cl:1][C:2]1[C:3]([OH:26])=[C:4]([CH2:12][N:13]2[CH2:18][CH2:17][N:16]([C:19]([O:21][C:22]([CH3:25])([CH3:24])[CH3:23])=[O:20])[CH2:15][CH2:14]2)[C:5]2[O:9][CH2:8][C:7](=[O:10])[C:6]=2[CH:11]=1.[NH:27]1[C:35]2[C:30](=[CH:31][CH:32]=[CH:33][CH:34]=2)[C:29]([CH:36]=O)=[CH:28]1. The catalyst is CO.N1CCCCC1. The product is [NH:27]1[C:35]2[C:30](=[CH:31][CH:32]=[CH:33][CH:34]=2)[C:29](/[CH:36]=[C:8]2\[O:9][C:5]3[C:4]([CH2:12][N:13]4[CH2:18][CH2:17][N:16]([C:19]([O:21][C:22]([CH3:23])([CH3:25])[CH3:24])=[O:20])[CH2:15][CH2:14]4)=[C:3]([OH:26])[C:2]([Cl:1])=[CH:11][C:6]=3[C:7]\2=[O:10])=[CH:28]1. The yield is 0.850.